Dataset: Full USPTO retrosynthesis dataset with 1.9M reactions from patents (1976-2016). Task: Predict the reactants needed to synthesize the given product. (1) Given the product [CH3:1][O:2][C:3]1[CH:56]=[CH:55][CH:54]=[CH:53][C:4]=1[CH2:5][O:6][CH2:7][CH2:8][CH2:9][O:10][C:11]1[CH:12]=[CH:13][C:14]([CH:17]2[CH2:22][CH2:21][N:20]([C:23]([O:25][C:26]([CH3:27])([CH3:28])[CH3:29])=[O:24])[CH2:19][CH:18]2[O:30][CH2:31][CH2:32][O:33][C:34]2[CH:39]=[CH:38][CH:37]=[CH:36][C:35]=2[CH2:40][CH2:41][CH2:57][S:58][CH3:60])=[CH:15][CH:16]=1, predict the reactants needed to synthesize it. The reactants are: [CH3:1][O:2][C:3]1[CH:56]=[CH:55][CH:54]=[CH:53][C:4]=1[CH2:5][O:6][CH2:7][CH2:8][CH2:9][O:10][C:11]1[CH:16]=[CH:15][C:14]([CH:17]2[CH2:22][CH2:21][N:20]([C:23]([O:25][C:26]([CH3:29])([CH3:28])[CH3:27])=[O:24])[CH2:19][CH:18]2[O:30][CH2:31][CH2:32][O:33][C:34]2[CH:39]=[CH:38][CH:37]=[CH:36][C:35]=2[CH2:40][CH2:41]OS(C2C=CC(C)=CC=2)(=O)=O)=[CH:13][CH:12]=1.[CH3:57][S-:58].[Na+].[CH3:60]N(C)C=O. (2) Given the product [Cl:1][C:2]1[CH:3]=[C:4]([CH2:5][CH2:13][C:14](=[O:16])[CH3:15])[CH:7]=[CH:8][C:9]=1[Cl:10], predict the reactants needed to synthesize it. The reactants are: [Cl:1][C:2]1[CH:3]=[C:4]([CH:7]=[CH:8][C:9]=1[Cl:10])[CH2:5]Cl.CC(=O)[CH2:13][C:14](=[O:16])[CH3:15]. (3) Given the product [Br:13][C:14]1[CH:22]=[CH:21][C:17]([C:18]([O:20][CH3:2])=[O:19])=[C:16]([N+:23]([O-:25])=[O:24])[CH:15]=1, predict the reactants needed to synthesize it. The reactants are: N[C:2]1C=C(Br)C=CC=1C(OC)=O.[Br:13][C:14]1[CH:22]=[CH:21][C:17]([C:18]([OH:20])=[O:19])=[C:16]([N+:23]([O-:25])=[O:24])[CH:15]=1.N1(C2CCCCCCCCCC2)CCCNCCCCCC1.O. (4) Given the product [CH3:16][C:10]1([CH3:17])[CH2:9][N:5]2[C:6](=[O:8])[N:7]=[C:2]([O:18][CH2:19][C:20]3[CH:21]=[C:22]([CH:25]=[CH:26][CH:27]=3)[C:23]#[N:24])[CH:3]=[C:4]2[NH:11]1, predict the reactants needed to synthesize it. The reactants are: Cl[C:2]1[CH:3]=[C:4]2[N:11](S(C)(=O)=O)[C:10]([CH3:17])([CH3:16])[CH2:9][N:5]2[C:6](=[O:8])[N:7]=1.[OH:18][CH2:19][C:20]1[CH:21]=[C:22]([CH:25]=[CH:26][CH:27]=1)[C:23]#[N:24].C([O-])([O-])=O.[K+].[K+].